This data is from Full USPTO retrosynthesis dataset with 1.9M reactions from patents (1976-2016). The task is: Predict the reactants needed to synthesize the given product. (1) Given the product [O:2]1[CH2:6][CH2:5][CH:4]([CH2:7][NH:8][C:36]([C:33]2[CH:32]=[C:31]([CH2:30][O:29][CH2:28][C:27]3[CH:39]=[CH:40][CH:41]=[C:25]([CH2:24][O:23][CH2:16][C:17]4[CH:18]=[CH:19][CH:20]=[CH:21][CH:22]=4)[CH:26]=3)[O:35][N:34]=2)=[O:37])[CH2:3]1, predict the reactants needed to synthesize it. The reactants are: Cl.[O:2]1[CH2:6][CH2:5][CH:4]([CH2:7][NH2:8])[CH2:3]1.C(N(CC)CC)C.[CH2:16]([O:23][CH2:24][C:25]1[CH:26]=[C:27]([CH:39]=[CH:40][CH:41]=1)[CH2:28][O:29][CH2:30][C:31]1[O:35][N:34]=[C:33]([C:36](O)=[O:37])[CH:32]=1)[C:17]1[CH:22]=[CH:21][CH:20]=[CH:19][CH:18]=1.ON1C2C=CC=CC=2N=N1.Cl.C(N=C=NCCCN(C)C)C.Cl. (2) Given the product [C:1]([O:5][C:6]([N:8]1[C:16]2[C:11](=[CH:12][C:13]([CH2:17][CH2:18][NH2:19])=[CH:14][CH:15]=2)[C:10]([C:26](=[NH:35])[NH:27][C:28]([O:30][C:31]([CH3:34])([CH3:33])[CH3:32])=[O:29])=[CH:9]1)=[O:7])([CH3:4])([CH3:3])[CH3:2], predict the reactants needed to synthesize it. The reactants are: [C:1]([O:5][C:6]([N:8]1[C:16]2[C:11](=[CH:12][C:13]([CH2:17][CH2:18][NH:19]C(OCC=C)=O)=[CH:14][CH:15]=2)[C:10]([C:26](=[NH:35])[NH:27][C:28]([O:30][C:31]([CH3:34])([CH3:33])[CH3:32])=[O:29])=[CH:9]1)=[O:7])([CH3:4])([CH3:3])[CH3:2].N1CCOCC1.